Dataset: Forward reaction prediction with 1.9M reactions from USPTO patents (1976-2016). Task: Predict the product of the given reaction. (1) Given the reactants [NH2:1][C:2]1[N:10]=[C:9]2[C:5]([N:6]=[CH:7][N:8]2[C@@H:11]2[O:20][C@H:19]([CH2:21][OH:22])[C@@H:17]([OH:18])[C@H:12]2[O:13][CH2:14][CH2:15][CH3:16])=[C:4](N)[N:3]=1.[C@@H]1(N2C3N=CN=C(N)C=3N=C2)O[C@H](CO)[C@@H](O)[C@H]1[OH:26].CS(C)=O.P([O-])([O-])([O-])=O.[Na+].[Na+].[Na+], predict the reaction product. The product is: [CH2:14]([O:13][C@@H:12]1[C@H:17]([OH:18])[C@@H:19]([CH2:21][OH:22])[O:20][C@H:11]1[N:8]1[C:9]2[N:10]=[C:2]([NH2:1])[NH:3][C:4](=[O:26])[C:5]=2[N:6]=[CH:7]1)[CH2:15][CH3:16]. (2) Given the reactants [CH3:1][N:2]([CH3:18])[CH2:3][CH2:4][N:5]1[CH2:10][CH2:9][C:8]2[NH:11][C:12]([CH:15]=O)=[C:13]([CH3:14])[C:7]=2[C:6]1=[O:17].[O:19]=[C:20]1[CH2:28][C:27]2[C:22](=[CH:23][CH:24]=[C:25]([NH:29][CH:30]=[O:31])[CH:26]=2)[NH:21]1, predict the reaction product. The product is: [CH3:1][N:2]([CH3:18])[CH2:3][CH2:4][N:5]1[CH2:10][CH2:9][C:8]2[NH:11][C:12]([CH:15]=[C:28]3[C:27]4[C:22](=[CH:23][CH:24]=[C:25]([NH:29][CH:30]=[O:31])[CH:26]=4)[NH:21][C:20]3=[O:19])=[C:13]([CH3:14])[C:7]=2[C:6]1=[O:17].